Dataset: Full USPTO retrosynthesis dataset with 1.9M reactions from patents (1976-2016). Task: Predict the reactants needed to synthesize the given product. (1) The reactants are: [CH3:1][NH:2][C:3]1[CH:8]=[CH:7][C:6]([C:9]([F:12])([F:11])[F:10])=[CH:5][N:4]=1.S(=O)(=O)(O)O.[N+:18]([O-:21])(O)=[O:19].[C:22](=O)([O-])O.[Na+]. Given the product [CH2:1]([NH:2][C:3]1[C:8]([N+:18]([O-:21])=[O:19])=[CH:7][C:6]([C:9]([F:12])([F:10])[F:11])=[CH:5][N:4]=1)[CH3:22], predict the reactants needed to synthesize it. (2) Given the product [F:31][C:30]([F:33])([F:32])[C:34]([OH:36])=[O:35].[Cl:1][C:2]1[C:11]2[C:6](=[CH:7][C:8]([C:12]([NH:14][CH:15]([C:20]3[CH:21]=[CH:22][CH:23]=[CH:24][CH:25]=3)[CH2:16][C:17]([OH:19])=[O:18])=[O:13])=[CH:9][CH:10]=2)[C:5]([NH:26][C:27]([NH2:29])=[NH:28])=[N:4][CH:3]=1, predict the reactants needed to synthesize it. The reactants are: [Cl:1][C:2]1[C:11]2[C:6](=[CH:7][C:8]([C:12]([NH:14][CH:15]([C:20]3[CH:25]=[CH:24][CH:23]=[CH:22][CH:21]=3)[CH2:16][C:17]([O-:19])=[O:18])=[O:13])=[CH:9][CH:10]=2)[C:5]([NH:26][C:27]([NH2:29])=[NH:28])=[N:4][CH:3]=1.[C:30]([C:34]([OH:36])=[O:35])([F:33])([F:32])[F:31]. (3) Given the product [CH2:23]([O:22][C:20]([CH2:19][O:18][C:14]1[C:11]2[C:12]([CH3:13])=[C:8]([C:6]([OH:7])=[O:5])[O:9][C:10]=2[CH:17]=[CH:16][CH:15]=1)=[O:21])[CH3:24], predict the reactants needed to synthesize it. The reactants are: C([O:5][C:6]([C:8]1[O:9][C:10]2[CH:17]=[CH:16][CH:15]=[C:14]([O:18][CH2:19][C:20]([O:22][CH2:23][CH3:24])=[O:21])[C:11]=2[C:12]=1[CH3:13])=[O:7])(C)(C)C.C(O)(C(F)(F)F)=O.C(Cl)Cl. (4) Given the product [NH2:8][C:9]1[CH:10]=[CH:11][C:12]([O:15][C:16]2[CH:17]=[C:18]([CH3:30])[C:19]3[CH:23]([CH2:24][C:25]([OH:27])=[O:26])[O:22][B:21]([OH:28])[C:20]=3[CH:29]=2)=[N:13][CH:14]=1, predict the reactants needed to synthesize it. The reactants are: C(OC([NH:8][C:9]1[CH:10]=[CH:11][C:12]([O:15][C:16]2[CH:17]=[C:18]([CH3:30])[C:19]3[CH:23]([CH2:24][C:25]([OH:27])=[O:26])[O:22][B:21]([OH:28])[C:20]=3[CH:29]=2)=[N:13][CH:14]=1)=O)(C)(C)C.Cl.O1CCOCC1. (5) Given the product [Br:1][C:2]1[CH:3]=[C:4]2[C:5]3([O:22][CH2:21][CH2:20][O:19]3)[CH2:6][CH:7]([C:12]3[CH:17]=[CH:16][CH:15]=[C:14]([Cl:18])[CH:13]=3)[O:8][C:9]2=[CH:10][CH:11]=1, predict the reactants needed to synthesize it. The reactants are: [Br:1][C:2]1[CH:3]=[C:4]2[C:9](=[CH:10][CH:11]=1)[O:8][CH:7]([C:12]1[CH:17]=[CH:16][CH:15]=[C:14]([Cl:18])[CH:13]=1)[CH2:6][C:5]2=[O:19].[CH2:20](O)[CH2:21][OH:22].C(OCC)(OCC)OCC.CC1C=CC(S(O)(=O)=O)=CC=1.